Dataset: Peptide-MHC class I binding affinity with 185,985 pairs from IEDB/IMGT. Task: Regression. Given a peptide amino acid sequence and an MHC pseudo amino acid sequence, predict their binding affinity value. This is MHC class I binding data. (1) The peptide sequence is SDYLELDTF. The MHC is Patr-B2401 with pseudo-sequence Patr-B2401. The binding affinity (normalized) is 0.0718. (2) The peptide sequence is RTKLMSNIK. The MHC is HLA-A31:01 with pseudo-sequence HLA-A31:01. The binding affinity (normalized) is 0.861. (3) The MHC is HLA-A01:01 with pseudo-sequence HLA-A01:01. The peptide sequence is ASAAHLAAY. The binding affinity (normalized) is 0.706. (4) The binding affinity (normalized) is 0.739. The peptide sequence is ETEQPTLDY. The MHC is HLA-A01:01 with pseudo-sequence HLA-A01:01.